Dataset: Forward reaction prediction with 1.9M reactions from USPTO patents (1976-2016). Task: Predict the product of the given reaction. (1) Given the reactants C([O:4][C:5]1[CH:10]=[CH:9][C:8]([C:11]#[N:12])=[CH:7][C:6]=1[CH3:13])(=O)C.C(=O)([O-])[O-].[K+].[K+], predict the reaction product. The product is: [OH:4][C:5]1[CH:10]=[CH:9][C:8]([C:11]#[N:12])=[CH:7][C:6]=1[CH3:13]. (2) Given the reactants [CH:1]([C@H:4]1[CH2:9][CH2:8][C@H:7]([C:10]([NH:12][C@@H:13]([CH2:17][C:18]2[CH:23]=[CH:22][C:21]([O:24][CH2:25][CH2:26][N:27]([CH3:34])[C:28]3[CH:33]=[CH:32][CH:31]=[CH:30][N:29]=3)=[CH:20][CH:19]=2)[C:14]([OH:16])=[O:15])=[O:11])[CH2:6][CH2:5]1)([CH3:3])[CH3:2], predict the reaction product. The product is: [CH:1]([C@H:4]1[CH2:5][CH2:6][C@H:7]([C:10]([NH:12][C@H:13]([CH2:17][C:18]2[CH:23]=[CH:22][C:21]([O:24][CH2:25][CH2:26][N:27]([CH3:34])[C:28]3[CH:33]=[CH:32][CH:31]=[CH:30][N:29]=3)=[CH:20][CH:19]=2)[C:14]([OH:16])=[O:15])=[O:11])[CH2:8][CH2:9]1)([CH3:3])[CH3:2]. (3) Given the reactants [CH3:1][O:2][C:3]1[C:8](B(O)O)=[CH:7][CH:6]=[CH:5][N:4]=1.Br[C:13]1[CH:22]=[CH:21][C:20]([N+:23]([O-:25])=[O:24])=[CH:19][C:14]=1[C:15]([O:17][CH3:18])=[O:16].C(=O)([O-])[O-].[Cs+].[Cs+].O, predict the reaction product. The product is: [CH3:1][O:2][C:3]1[C:8]([C:13]2[CH:22]=[CH:21][C:20]([N+:23]([O-:25])=[O:24])=[CH:19][C:14]=2[C:15]([O:17][CH3:18])=[O:16])=[CH:7][CH:6]=[CH:5][N:4]=1. (4) Given the reactants [NH2:1][CH:2]([CH2:13][O:14][CH:15]([F:17])[F:16])[C:3]([NH:5][CH2:6][C:7]1[CH:12]=[CH:11][CH:10]=[CH:9][CH:8]=1)=[O:4].C(N(CC)CC)C.[C:25](OC(=O)C)(=[O:27])[CH3:26], predict the reaction product. The product is: [C:25]([NH:1][CH:2]([CH2:13][O:14][CH:15]([F:16])[F:17])[C:3]([NH:5][CH2:6][C:7]1[CH:12]=[CH:11][CH:10]=[CH:9][CH:8]=1)=[O:4])(=[O:27])[CH3:26]. (5) Given the reactants [C:1]([N:4]1[C:13]2[C:8](=[CH:9][C:10]([C:14]#[N:15])=[CH:11][CH:12]=2)[C@H:7]([NH2:16])[C@@H:6]([CH3:17])[C@@H:5]1[CH:18]1[CH2:20][CH2:19]1)(=[O:3])[CH3:2].[Si:21]([O:28][CH2:29][C:30]1[CH:35]=[CH:34][N:33]=[C:32](Cl)[N:31]=1)([C:24]([CH3:27])([CH3:26])[CH3:25])([CH3:23])[CH3:22], predict the reaction product. The product is: [C:1]([N:4]1[C:13]2[C:8](=[CH:9][C:10]([C:14]#[N:15])=[CH:11][CH:12]=2)[C@H:7]([NH:16][C:32]2[N:31]=[C:30]([CH2:29][O:28][Si:21]([C:24]([CH3:27])([CH3:26])[CH3:25])([CH3:22])[CH3:23])[CH:35]=[CH:34][N:33]=2)[C@@H:6]([CH3:17])[C@@H:5]1[CH:18]1[CH2:20][CH2:19]1)(=[O:3])[CH3:2].